From a dataset of Full USPTO retrosynthesis dataset with 1.9M reactions from patents (1976-2016). Predict the reactants needed to synthesize the given product. (1) Given the product [F:1][C:2]1[CH:7]=[CH:6][C:5]([C:8]2[N:12]([S:13]([C:16]3[CH:21]=[CH:20][C:19]([C:22]([F:25])([F:24])[F:23])=[CH:18][CH:17]=3)(=[O:15])=[O:14])[CH:11]=[C:10]([CH2:26][NH:32][CH3:31])[CH:9]=2)=[CH:4][CH:3]=1, predict the reactants needed to synthesize it. The reactants are: [F:1][C:2]1[CH:7]=[CH:6][C:5]([C:8]2[N:12]([S:13]([C:16]3[CH:21]=[CH:20][C:19]([C:22]([F:25])([F:24])[F:23])=[CH:18][CH:17]=3)(=[O:15])=[O:14])[CH:11]=[C:10]([CH:26]=O)[CH:9]=2)=[CH:4][CH:3]=1.[Cl-].C[NH3+].[C:31]([BH3-])#[N:32].[Na+]. (2) Given the product [CH3:31][O:30][CH2:29][CH2:28][O:27][C:26]1[N:32]=[C:21]([CH:6]2[CH2:7][CH:8]([C:10]3[CH:15]=[CH:14][C:13]([CH2:16][C:17]([F:20])([F:19])[F:18])=[CH:12][CH:11]=3)[CH2:9][N:4]([C:1](=[O:3])[CH3:2])[CH2:5]2)[O:23][N:25]=1, predict the reactants needed to synthesize it. The reactants are: [C:1]([N:4]1[CH2:9][CH:8]([C:10]2[CH:15]=[CH:14][C:13]([CH2:16][C:17]([F:20])([F:19])[F:18])=[CH:12][CH:11]=2)[CH2:7][CH:6]([C:21]([OH:23])=O)[CH2:5]1)(=[O:3])[CH3:2].O[NH:25][C:26](=[NH:32])[O:27][CH2:28][CH2:29][O:30][CH3:31]. (3) Given the product [CH3:15][O:16][C:17](=[O:20])[CH2:18][NH:19][CH2:9][C:8]([NH:7][C:6]([O:5][C:1]([CH3:4])([CH3:3])[CH3:2])=[O:13])([CH3:12])[CH3:11], predict the reactants needed to synthesize it. The reactants are: [C:1]([O:5][C:6](=[O:13])[NH:7][C:8]([CH3:12])([CH3:11])[CH:9]=O)([CH3:4])([CH3:3])[CH3:2].Cl.[CH3:15][O:16][C:17](=[O:20])[CH2:18][NH2:19].C([BH3-])#N.[Na+]. (4) Given the product [Cl:1][CH2:2][C:3]1[C:4]([C:12]2[C:17]([Cl:18])=[CH:16][CH:15]=[CH:14][C:13]=2[Cl:19])=[N:5][O:6][C:7]=1[C:8]([F:26])([CH3:10])[CH3:9], predict the reactants needed to synthesize it. The reactants are: [Cl:1][CH2:2][C:3]1[C:4]([C:12]2[C:17]([Cl:18])=[CH:16][CH:15]=[CH:14][C:13]=2[Cl:19])=[N:5][O:6][C:7]=1[C:8](O)([CH3:10])[CH3:9].CCN(S(F)(F)[F:26])CC.